From a dataset of Forward reaction prediction with 1.9M reactions from USPTO patents (1976-2016). Predict the product of the given reaction. Given the reactants Cl[C:2]1[N:7]=[C:6](Cl)[CH:5]=[C:4]([C:9]2[CH:14]=[CH:13][CH:12]=[CH:11][C:10]=2[O:15][CH2:16][CH2:17][CH:18]([CH3:20])[CH3:19])[N:3]=1.[OH:21][C:22]1[CH:27]=[CH:26][C:25](B(O)O)=[CH:24][CH:23]=1.C1C=CC(P(C2C=CC=CC=2)C2C=CC=CC=2)=CC=1.C([O-])([O-])=[O:51].[Na+].[Na+], predict the reaction product. The product is: [OH:21][C:22]1[CH:27]=[CH:26][C:25]([C:6]2[CH:5]=[C:4]([C:9]3[CH:14]=[CH:13][CH:12]=[CH:11][C:10]=3[O:15][CH2:16][CH2:17][CH:18]([CH3:20])[CH3:19])[NH:3][C:2](=[O:51])[N:7]=2)=[CH:24][CH:23]=1.